Dataset: hERG potassium channel inhibition data for cardiac toxicity prediction from Karim et al.. Task: Regression/Classification. Given a drug SMILES string, predict its toxicity properties. Task type varies by dataset: regression for continuous values (e.g., LD50, hERG inhibition percentage) or binary classification for toxic/non-toxic outcomes (e.g., AMES mutagenicity, cardiotoxicity, hepatotoxicity). Dataset: herg_karim. The compound is Cc1cc(NCc2c(Cl)ccc(Cl)c2Cl)c2cccc(C(N)=O)c2n1. The result is 1 (blocker).